Dataset: hERG Central: cardiac toxicity at 1µM, 10µM, and general inhibition. Task: Predict hERG channel inhibition at various concentrations. (1) The compound is COc1ccccc1NC(=O)NCCCN1CCN(c2cccc(Cl)c2)CC1. Results: hERG_inhib (hERG inhibition (general)): blocker. (2) The drug is CC1CCN(CCCNC(=O)c2ccc3c(=O)n(Cc4ccc(Cl)cc4)c(=S)[nH]c3c2)CC1. Results: hERG_inhib (hERG inhibition (general)): blocker.